From a dataset of Reaction yield outcomes from USPTO patents with 853,638 reactions. Predict the reaction yield, written as a fraction of the theoretical maximum amount of product (1.0 means a 100% yield; for example, 0.34 means a 34% yield). (1) The reactants are [N:1]([CH2:4][C:5]([NH:7][CH2:8][C:9]1[CH:17]=[CH:16][CH:15]=[C:14]2[C:10]=1[C:11](=[O:27])[N:12]([CH:19]1[CH2:24][CH2:23][C:22](=[O:25])[NH:21][C:20]1=[O:26])[C:13]2=[O:18])=[O:6])=[N+]=[N-].[H][H].[ClH:30]. The catalyst is CO.[Pd]. The product is [ClH:30].[NH2:1][CH2:4][C:5]([NH:7][CH2:8][C:9]1[CH:17]=[CH:16][CH:15]=[C:14]2[C:10]=1[C:11](=[O:27])[N:12]([CH:19]1[CH2:24][CH2:23][C:22](=[O:25])[NH:21][C:20]1=[O:26])[C:13]2=[O:18])=[O:6]. The yield is 0.840. (2) The reactants are [CH2:1]([C:3]1[CH:4]=[C:5]([C:12]2[CH:17]=[CH:16][C:15]([C:18]3[CH:19]=[C:20]([NH:23]CCCC4C=NC=CC=4)[NH:21][N:22]=3)=[CH:14][CH:13]=2)[CH:6]=[CH:7][C:8]=1[O:9]OC)[CH3:2].B(Br)(Br)Br. The product is [CH2:1]([C:3]1[CH:4]=[C:5]([C:12]2[CH:13]=[CH:14][C:15]([C:18]3[CH:19]=[C:20]([NH2:23])[NH:21][N:22]=3)=[CH:16][CH:17]=2)[CH:6]=[CH:7][C:8]=1[OH:9])[CH3:2]. The yield is 0.270. The catalyst is C(Cl)Cl. (3) The product is [C:14]([N:11]1[CH2:12][CH2:13][N:8]([C:5]2[CH:6]=[CH:7][C:2]([NH:1][C:35]3[N:36]=[CH:37][C:38]4[C:29]([CH3:28])=[CH:30][C:31](=[O:53])[N:32]([C:42]5[CH:43]=[C:44]([NH:48][C:49](=[O:52])[CH:50]=[CH2:51])[CH:45]=[CH:46][CH:47]=5)[C:33]=4[N:34]=3)=[C:3]([O:17][CH3:18])[CH:4]=2)[CH2:9][CH2:10]1)(=[O:16])[CH3:15]. The reactants are [NH2:1][C:2]1[CH:7]=[CH:6][C:5]([N:8]2[CH2:13][CH2:12][N:11]([C:14](=[O:16])[CH3:15])[CH2:10][CH2:9]2)=[CH:4][C:3]=1[O:17][CH3:18].C(N(C(C)C)CC)(C)C.[CH3:28][C:29]1[C:38]2[CH:37]=[N:36][C:35](S(C)=O)=[N:34][C:33]=2[N:32]([C:42]2[CH:43]=[C:44]([NH:48][C:49](=[O:52])[CH:50]=[CH2:51])[CH:45]=[CH:46][CH:47]=2)[C:31](=[O:53])[CH:30]=1. The yield is 0.340. The catalyst is C(O)(C)(C)C.O1CCOCC1.